This data is from Full USPTO retrosynthesis dataset with 1.9M reactions from patents (1976-2016). The task is: Predict the reactants needed to synthesize the given product. (1) Given the product [F:1][C:2]1[C:3]([N+:14]([O-:16])=[O:15])=[C:4]([CH:7]=[C:8]([O:12][CH3:13])[C:9]=1[O:10][CH3:11])[C:5]([OH:17])=[O:6], predict the reactants needed to synthesize it. The reactants are: [F:1][C:2]1[C:3]([N+:14]([O-:16])=[O:15])=[C:4]([CH:7]=[C:8]([O:12][CH3:13])[C:9]=1[O:10][CH3:11])[CH:5]=[O:6].[O-:17][Mn](=O)(=O)=O.[K+]. (2) Given the product [CH2:15]([S:22]([NH:25][C:26]([CH:28]1[CH2:29][N:30]([C:3]2[C:2]([Cl:1])=[CH:12][C:6]([C:7]([O:9][CH2:10][CH3:11])=[O:8])=[C:5]([CH3:13])[N:4]=2)[CH2:31]1)=[O:27])(=[O:23])=[O:24])[C:16]1[CH:17]=[CH:18][CH:19]=[CH:20][CH:21]=1, predict the reactants needed to synthesize it. The reactants are: [Cl:1][C:2]1[C:3](Cl)=[N:4][C:5]([CH3:13])=[C:6]([CH:12]=1)[C:7]([O:9][CH2:10][CH3:11])=[O:8].[CH2:15]([S:22]([NH:25][C:26]([CH:28]1[CH2:31][NH:30][CH2:29]1)=[O:27])(=[O:24])=[O:23])[C:16]1[CH:21]=[CH:20][CH:19]=[CH:18][CH:17]=1.O.CC#N. (3) Given the product [Cl:18][C:16]1[CH:15]=[CH:14][C:13]([S:19]([CH2:22][CH3:23])(=[O:21])=[O:20])=[C:12]([CH:17]=1)[NH:11][N:8]1[C:9](=[O:10])[C:4]2[CH:3]=[C:2]([C:26]#[N:27])[CH:25]=[N:24][C:5]=2[N:6]=[CH:7]1, predict the reactants needed to synthesize it. The reactants are: Br[C:2]1[CH:25]=[N:24][C:5]2[N:6]=[CH:7][N:8]([NH:11][C:12]3[CH:17]=[C:16]([Cl:18])[CH:15]=[CH:14][C:13]=3[S:19]([CH2:22][CH3:23])(=[O:21])=[O:20])[C:9](=[O:10])[C:4]=2[CH:3]=1.[CH3:26][N:27](C=O)C. (4) Given the product [F:1][C:2]([F:7])([F:6])[C:3]([OH:5])=[O:4].[CH3:34][O:33][C:27]1[CH:26]=[C:25]2[C:30](=[CH:29][C:28]=1[O:31][CH3:32])[C:21]([C:19](=[O:20])[C:18]1[CH:38]=[CH:39][CH:40]=[C:16]([O:15][CH2:14][C:12](=[O:13])[NH:11][CH:8]([C:10]3[CH:45]=[CH:44][CH:43]=[CH:42][CH:41]=3)[CH3:9])[CH:17]=1)=[N:22][CH:23]=[C:24]2[C:35]([OH:37])=[O:36], predict the reactants needed to synthesize it. The reactants are: [F:1][C:2]([F:7])([F:6])[C:3]([OH:5])=[O:4].[CH:8]([NH:11][C:12]([CH2:14][O:15][C:16]1[CH:17]=[C:18]([CH:38]=[CH:39][CH:40]=1)[C:19]([C:21]1[C:30]2[C:25](=[CH:26][C:27]([O:33][CH3:34])=[C:28]([O:31][CH3:32])[CH:29]=2)[C:24]([C:35]([OH:37])=[O:36])=[CH:23][N:22]=1)=[O:20])=[O:13])([CH3:10])[CH3:9].[CH3:41][CH:42](N)[C:43]1C=CC=[CH:45][CH:44]=1.